Dataset: Full USPTO retrosynthesis dataset with 1.9M reactions from patents (1976-2016). Task: Predict the reactants needed to synthesize the given product. The reactants are: [CH2:1]([C:8]1[C:9]([C:33]([F:36])([F:35])[F:34])=[N:10][C:11]2[C:16]([C:17]=1Cl)=[CH:15][C:14]([C:19]([C:27]1[N:31]([CH3:32])[CH:30]=[N:29][CH:28]=1)([C:21]1[CH:26]=[CH:25][CH:24]=[CH:23][N:22]=1)[OH:20])=[CH:13][CH:12]=2)[C:2]1[CH:7]=[CH:6][CH:5]=[CH:4][CH:3]=1.[C:37]([OH:43])([C:39]([F:42])([F:41])[F:40])=[O:38].C1(P(C2CCCCC2)C2C=CC=CC=2C2C(C(C)C)=CC(C(C)C)=CC=2C(C)C)CCCCC1.[CH3:78][N:79](C)C(=O)C. Given the product [CH2:1]([C:8]1[C:9]([C:33]([F:36])([F:35])[F:34])=[N:10][C:11]2[C:16]([C:17]=1[C:78]#[N:79])=[CH:15][C:14]([C:19]([OH:20])([C:27]1[N:31]([CH3:32])[CH:30]=[N:29][CH:28]=1)[C:21]1[CH:26]=[CH:25][CH:24]=[CH:23][N:22]=1)=[CH:13][CH:12]=2)[C:2]1[CH:7]=[CH:6][CH:5]=[CH:4][CH:3]=1.[C:37]([OH:43])([C:39]([F:42])([F:41])[F:40])=[O:38], predict the reactants needed to synthesize it.